From a dataset of Forward reaction prediction with 1.9M reactions from USPTO patents (1976-2016). Predict the product of the given reaction. Given the reactants [N:1]([CH:4]1[C:16]2[CH:15]=[CH:14][CH:13]=[CH:12][C:11]=2[C:10]2[C:5]1=[CH:6][CH:7]=[CH:8][CH:9]=2)=[N+:2]=[N-].P, predict the reaction product. The product is: [N+:1](=[C:4]1[C:16]2[CH:15]=[CH:14][CH:13]=[CH:12][C:11]=2[C:10]2[C:5]1=[CH:6][CH:7]=[CH:8][CH:9]=2)=[N-:2].